Dataset: Forward reaction prediction with 1.9M reactions from USPTO patents (1976-2016). Task: Predict the product of the given reaction. (1) Given the reactants [CH3:1][NH:2][CH3:3].CO.Cl[CH2:7][C:8]([NH:10][CH2:11][C:12]1[CH:20]=[CH:19][CH:18]=[C:17]2[C:13]=1[C:14](=[O:39])[N:15]([CH:22]([C:28]1[CH:33]=[CH:32][C:31]([O:34][CH3:35])=[C:30]([O:36][CH2:37][CH3:38])[CH:29]=1)[CH2:23][S:24]([CH3:27])(=[O:26])=[O:25])[C:16]2=[O:21])=[O:9], predict the reaction product. The product is: [CH3:1][N:2]([CH3:3])[CH2:7][C:8]([NH:10][CH2:11][C:12]1[CH:20]=[CH:19][CH:18]=[C:17]2[C:13]=1[C:14](=[O:39])[N:15]([CH:22]([C:28]1[CH:33]=[CH:32][C:31]([O:34][CH3:35])=[C:30]([O:36][CH2:37][CH3:38])[CH:29]=1)[CH2:23][S:24]([CH3:27])(=[O:26])=[O:25])[C:16]2=[O:21])=[O:9]. (2) The product is: [CH3:1][C:2]1[C:6]([C:7]2[O:8][C:9]3[CH:15]=[CH:14][C:13]([CH2:16][C:17]([NH:26][CH:25]([C:27]4[CH:32]=[CH:31][C:30]([CH3:33])=[CH:29][CH:28]=4)[CH2:24][CH2:23][CH:22]([CH3:34])[CH3:21])=[O:19])=[CH:12][C:10]=3[CH:11]=2)=[C:5]([CH3:20])[O:4][N:3]=1. Given the reactants [CH3:1][C:2]1[C:6]([C:7]2[O:8][C:9]3[CH:15]=[CH:14][C:13]([CH2:16][C:17]([OH:19])=O)=[CH:12][C:10]=3[CH:11]=2)=[C:5]([CH3:20])[O:4][N:3]=1.[CH3:21][CH:22]([CH3:34])[CH2:23][CH2:24][CH:25]([C:27]1[CH:32]=[CH:31][C:30]([CH3:33])=[CH:29][CH:28]=1)[NH2:26].C(OCC#N)(C)C, predict the reaction product. (3) Given the reactants [S:1]1[CH:5]=[CH:4][CH:3]=[C:2]1[C:6]1[S:7][C:8]([CH:11]=O)=[CH:9][N:10]=1.[NH2:13][C:14]1[C:19]([C:20]#[N:21])=[C:18]([O:22][CH2:23][CH3:24])[N:17]=[C:16]([C:25]([NH:27][CH2:28][CH:29]2[CH2:34][CH2:33][NH:32][CH2:31][CH2:30]2)=[O:26])[CH:15]=1.C(O[BH-](OC(=O)C)OC(=O)C)(=O)C.[Na+].C(=O)(O)[O-].[Na+], predict the reaction product. The product is: [NH2:13][C:14]1[C:19]([C:20]#[N:21])=[C:18]([O:22][CH2:23][CH3:24])[N:17]=[C:16]([C:25]([NH:27][CH2:28][CH:29]2[CH2:34][CH2:33][N:32]([CH2:11][C:8]3[S:7][C:6]([C:2]4[S:1][CH:5]=[CH:4][CH:3]=4)=[N:10][CH:9]=3)[CH2:31][CH2:30]2)=[O:26])[CH:15]=1. (4) The product is: [C:33]([C:30]1[CH:31]=[CH:32][C:27]([N:20]2[C@@H:21]3[CH2:26][CH2:25][CH2:24][CH2:23][C@H:22]3[N:18]([C:15]3[CH:16]=[CH:17][C:12]([S:9]([NH2:8])(=[O:11])=[O:10])=[C:13]([F:40])[CH:14]=3)[C:19]2=[O:39])=[CH:28][C:29]=1[C:35]([F:37])([F:36])[F:38])#[N:34]. Given the reactants C([N:8](CC1C=CC=CC=1)[S:9]([C:12]1[CH:17]=[CH:16][C:15]([N:18]2[C@@H:22]3[CH2:23][CH2:24][CH2:25][CH2:26][C@H:21]3[N:20]([C:27]3[CH:32]=[CH:31][C:30]([C:33]#[N:34])=[C:29]([C:35]([F:38])([F:37])[F:36])[CH:28]=3)[C:19]2=[O:39])=[CH:14][C:13]=1[F:40])(=[O:11])=[O:10])C1C=CC=CC=1.OS(O)(=O)=O, predict the reaction product. (5) Given the reactants [CH3:1][C@@H:2]1[CH2:7][NH:6][C:5](=[O:8])/[C:4](=[CH:9]/[C:10]2[N:11]=[CH:12][N:13]([C@H:15]3[CH2:20][CH2:19][C@H:18]([CH3:21])[CH2:17][CH2:16]3)[CH:14]=2)/[CH2:3]1.[Li]CCCC.[C:27](O[C:27]([O:29][C:30]([CH3:33])([CH3:32])[CH3:31])=[O:28])([O:29][C:30]([CH3:33])([CH3:32])[CH3:31])=[O:28].O, predict the reaction product. The product is: [CH3:1][C@@H:2]1[CH2:7][N:6]([C:27]([O:29][C:30]([CH3:33])([CH3:32])[CH3:31])=[O:28])[C:5](=[O:8])/[C:4](=[CH:9]/[C:10]2[N:11]=[CH:12][N:13]([C@H:15]3[CH2:20][CH2:19][C@H:18]([CH3:21])[CH2:17][CH2:16]3)[CH:14]=2)/[CH2:3]1. (6) The product is: [CH:35]1[C:47]2[CH:46]([O:48][C:49](=[O:59])[N:50]([CH3:58])[C@H:51]([CH:55]([CH3:57])[CH3:56])[C:52]([N:28]([CH:8]3[CH2:7][C@@H:6]4[C@@:11]([CH3:27])([C@@H:12]5[C@@H:3]([CH2:4][CH2:5]4)[C@:2]4([OH:1])[C@@:15]([CH3:26])([C@@H:16]([C:19]6[CH:20]=[CH:21][C:22](=[O:25])[O:23][CH:24]=6)[CH2:17][CH2:18]4)[CH2:14][CH2:13]5)[CH2:10][CH2:9]3)[CH3:29])=[O:53])[C:45]3[C:40](=[CH:41][CH:42]=[CH:43][CH:44]=3)[C:39]=2[CH:38]=[CH:37][CH:36]=1. Given the reactants [OH:1][C@:2]12[CH2:18][CH2:17][C@H:16]([C:19]3[CH:20]=[CH:21][C:22](=[O:25])[O:23][CH:24]=3)[C@@:15]1([CH3:26])[CH2:14][CH2:13][C@H:12]1[C@H:3]2[CH2:4][CH2:5][C@H:6]2[C@:11]1([CH3:27])[CH2:10][CH2:9][CH:8]([NH:28][CH3:29])[CH2:7]2.C([O-])(O)=O.[Na+].[CH:35]1[C:47]2[CH:46]([O:48][C:49](=[O:59])[N:50]([CH3:58])[C@@H:51]([CH:55]([CH3:57])[CH3:56])[C:52](Cl)=[O:53])[C:45]3[C:40](=[CH:41][CH:42]=[CH:43][CH:44]=3)[C:39]=2[CH:38]=[CH:37][CH:36]=1, predict the reaction product. (7) Given the reactants [Cl:1][C:2]1[N:7]=[C:6]([N:8]2[CH2:14][CH:13]3[O:15][CH:10]([CH2:11][CH2:12]3)[CH2:9]2)[C:5]([N+:16]([O-:18])=[O:17])=[C:4](Cl)[N:3]=1.[CH:20]([NH2:23])([CH3:22])[CH3:21].C(N(CC)CC)C, predict the reaction product. The product is: [CH:10]12[O:15][CH:13]([CH2:12][CH2:11]1)[CH2:14][N:8]([C:6]1[N:7]=[C:2]([Cl:1])[N:3]=[C:4]([NH:23][CH:20]([CH3:22])[CH3:21])[C:5]=1[N+:16]([O-:18])=[O:17])[CH2:9]2. (8) Given the reactants Br[C:2]1[CH:7]=[CH:6][C:5]([CH2:8][CH3:9])=[CH:4][CH:3]=1.C([O:17][C:18]1[C:22]([CH:23]=O)=[C:21]([CH3:25])[N:20]([C:26]2[CH:31]=[CH:30][C:29]([F:32])=[CH:28][CH:27]=2)[N:19]=1)C1C=CC=CC=1.C(OC1C(C=O)=C(C)N(C2C=CC=CC=2)N=1)C1C=CC=CC=1, predict the reaction product. The product is: [CH2:8]([C:5]1[CH:6]=[CH:7][C:2]([CH2:23][C:22]2[C:18](=[O:17])[NH:19][N:20]([C:26]3[CH:27]=[CH:28][C:29]([F:32])=[CH:30][CH:31]=3)[C:21]=2[CH3:25])=[CH:3][CH:4]=1)[CH3:9]. (9) Given the reactants [N:1]1[CH:6]=[CH:5][CH:4]=[CH:3][C:2]=1[C:7]1[N:11]=[C:10]([C:12]2[CH:17]=[C:16]([OH:18])[CH:15]=[C:14]([C:19]#[N:20])[CH:13]=2)[O:9][N:8]=1.[C:21](=[O:24])([O-])[O-].[K+].[K+].Br[CH2:28]C, predict the reaction product. The product is: [N:1]1[CH:6]=[CH:5][CH:4]=[CH:3][C:2]=1[C:7]1[N:11]=[C:10]([C:12]2[CH:17]=[C:16]([O:18][CH2:28][CH2:21][OH:24])[CH:15]=[C:14]([C:19]#[N:20])[CH:13]=2)[O:9][N:8]=1.